Dataset: Peptide-MHC class II binding affinity with 134,281 pairs from IEDB. Task: Regression. Given a peptide amino acid sequence and an MHC pseudo amino acid sequence, predict their binding affinity value. This is MHC class II binding data. (1) The peptide sequence is GYKVLVLNPSVAATLGFGAY. The MHC is DRB1_0401 with pseudo-sequence DRB1_0401. The binding affinity (normalized) is 0.790. (2) The peptide sequence is PLIVTALRANSAVKL. The MHC is DRB1_0101 with pseudo-sequence DRB1_0101. The binding affinity (normalized) is 0.589. (3) The peptide sequence is LHFSEALRIIAGTPE. The MHC is DRB3_0101 with pseudo-sequence DRB3_0101. The binding affinity (normalized) is 0.284.